From a dataset of Full USPTO retrosynthesis dataset with 1.9M reactions from patents (1976-2016). Predict the reactants needed to synthesize the given product. (1) Given the product [C:1]1([C:7]2[O:8][C:9]3[C:15]([C:16]([NH2:25])=[O:18])=[CH:14][CH:13]=[CH:12][C:10]=3[N:11]=2)[CH:6]=[CH:5][CH:4]=[CH:3][CH:2]=1, predict the reactants needed to synthesize it. The reactants are: [C:1]1([C:7]2[O:8][C:9]3[C:15]([C:16]([OH:18])=O)=[CH:14][CH:13]=[CH:12][C:10]=3[N:11]=2)[CH:6]=[CH:5][CH:4]=[CH:3][CH:2]=1.C1C=CC2N(O)N=[N:25]C=2C=1.[NH4+].[Cl-].CCN(C(C)C)C(C)C.CCN=C=NCCCN(C)C.Cl. (2) Given the product [Si:15]([O:14][C:11]1[CH:12]=[CH:13][C:8]([C:6]2[N:7]=[C:2](/[CH:30]=[CH:29]/[C:23]3[CH:28]=[CH:27][CH:26]=[CH:25][CH:24]=3)[C:3]([NH2:22])=[N:4][CH:5]=2)=[CH:9][CH:10]=1)([C:18]([CH3:21])([CH3:20])[CH3:19])([CH3:17])[CH3:16], predict the reactants needed to synthesize it. The reactants are: Br[C:2]1[C:3]([NH2:22])=[N:4][CH:5]=[C:6]([C:8]2[CH:13]=[CH:12][C:11]([O:14][Si:15]([C:18]([CH3:21])([CH3:20])[CH3:19])([CH3:17])[CH3:16])=[CH:10][CH:9]=2)[N:7]=1.[C:23]1(/[CH:29]=[CH:30]/B(O)O)[CH:28]=[CH:27][CH:26]=[CH:25][CH:24]=1.C([O-])([O-])=O.[Na+].[Na+].O. (3) Given the product [CH2:1]([N:8]1[CH2:15][CH:14]2[CH:10]([CH:11]([OH:21])[C:12]3[C:18]([Br:19])=[C:17]([Br:20])[S:16][C:13]=32)[CH2:9]1)[C:2]1[CH:7]=[CH:6][CH:5]=[CH:4][CH:3]=1, predict the reactants needed to synthesize it. The reactants are: [CH2:1]([N:8]1[CH2:15][CH:14]2[CH:10]([C:11](=[O:21])[C:12]3[C:18]([Br:19])=[C:17]([Br:20])[S:16][C:13]=32)[CH2:9]1)[C:2]1[CH:7]=[CH:6][CH:5]=[CH:4][CH:3]=1.[BH4-].[Na+].CC(O)=O.C([O-])(O)=O.[Na+]. (4) Given the product [C:1]([O:5][C:6]([C:7]1[C:35]([C:34]2[CH:11]=[CH:10][CH:8]=[CH:7][CH:6]=2)=[N:36][O:9][C:8]=1[C:10]1[CH:15]=[CH:14][C:13]([CH2:16][C:17]([O:19][CH3:20])=[O:18])=[CH:12][C:11]=1[Cl:21])=[O:22])([CH3:4])([CH3:2])[CH3:3], predict the reactants needed to synthesize it. The reactants are: [C:1]([O:5][C:6](=[O:22])[CH2:7][C:8]([C:10]1[CH:15]=[CH:14][C:13]([CH2:16][C:17]([O:19][CH3:20])=[O:18])=[CH:12][C:11]=1[Cl:21])=[O:9])([CH3:4])([CH3:3])[CH3:2].C[Si]([N-][Si](C)(C)C)(C)C.[K+].O.[CH3:34][C:35]#[N:36]. (5) Given the product [CH3:1][O:2][C:3](=[O:4])[C@H:5]([OH:6])[CH2:9][O:8][Si:28]([C:24]([CH3:27])([CH3:26])[CH3:25])([CH3:30])[CH3:29], predict the reactants needed to synthesize it. The reactants are: [CH3:1][O:2][C:3]([C@H:5]1[CH2:9][O:8]C(C)(C)[O:6]1)=[O:4].Cl.O1CCOCC1.N1C=CN=C1.[C:24]([Si:28](Cl)([CH3:30])[CH3:29])([CH3:27])([CH3:26])[CH3:25].